Dataset: Full USPTO retrosynthesis dataset with 1.9M reactions from patents (1976-2016). Task: Predict the reactants needed to synthesize the given product. (1) Given the product [F:8][C:9]1[N:14]=[C:13]([C:15]([NH2:17])=[O:16])[C:12]([OH:18])=[N:11][CH:10]=1, predict the reactants needed to synthesize it. The reactants are: [I-].[Na+].C[Si](Cl)(C)C.[F:8][C:9]1[N:14]=[C:13]([C:15]([NH2:17])=[O:16])[C:12]([O:18]C)=[N:11][CH:10]=1.O. (2) The reactants are: [Cl:1][C:2]1[C:30]([CH3:31])=[CH:29][C:5]([O:6][CH2:7][CH2:8][CH2:9][C:10]2[C:18]3[C:13](=[C:14]([C:19]4[O:20][CH:21]=[CH:22][CH:23]=4)[CH:15]=[CH:16][CH:17]=3)[NH:12][C:11]=2[C:24]([O:26]CC)=[O:25])=[CH:4][C:3]=1[CH3:32].[Li+].[OH-].O.CC#N.CC#N. Given the product [Cl:1][C:2]1[C:3]([CH3:32])=[CH:4][C:5]([O:6][CH2:7][CH2:8][CH2:9][C:10]2[C:18]3[C:13](=[C:14]([C:19]4[O:20][CH:21]=[CH:22][CH:23]=4)[CH:15]=[CH:16][CH:17]=3)[NH:12][C:11]=2[C:24]([OH:26])=[O:25])=[CH:29][C:30]=1[CH3:31], predict the reactants needed to synthesize it.